Dataset: Forward reaction prediction with 1.9M reactions from USPTO patents (1976-2016). Task: Predict the product of the given reaction. (1) Given the reactants [CH3:1][O:2][C:3]1[N:8]=[C:7](Cl)[C:6]([N+:10]([O-:12])=[O:11])=[CH:5][CH:4]=1.[NH2:13][CH:14]([CH2:17][OH:18])[CH2:15][OH:16], predict the reaction product. The product is: [CH3:1][O:2][C:3]1[N:8]=[C:7]([NH:13][CH:14]([CH2:17][OH:18])[CH2:15][OH:16])[C:6]([N+:10]([O-:12])=[O:11])=[CH:5][CH:4]=1. (2) Given the reactants [OH:1][CH2:2][C:3]1[CH:8]=[CH:7][C:6]([C:9]2[N:10]=[C:11]([NH:24][C:25](=[O:27])[CH3:26])[S:12][C:13]=2[C:14]2[CH:19]=[CH:18][C:17]([S:20]([CH3:23])(=[O:22])=[O:21])=[CH:16][CH:15]=2)=[CH:5][CH:4]=1, predict the reaction product. The product is: [CH:2]([C:3]1[CH:8]=[CH:7][C:6]([C:9]2[N:10]=[C:11]([NH:24][C:25](=[O:27])[CH3:26])[S:12][C:13]=2[C:14]2[CH:19]=[CH:18][C:17]([S:20]([CH3:23])(=[O:22])=[O:21])=[CH:16][CH:15]=2)=[CH:5][CH:4]=1)=[O:1]. (3) Given the reactants [Cl:1][CH2:2][C:3]1[N:20]([CH3:21])[C:6]2=[N:7][C:8]([S:11][C:12]3[CH:17]=[C:16]([CH3:18])[CH:15]=[C:14]([CH3:19])[CH:13]=3)=[CH:9][CH:10]=[C:5]2[N:4]=1.S(=O)(=O)(O)O.[N+:27]([O-])([OH:29])=[O:28], predict the reaction product. The product is: [Cl:1][CH2:2][C:3]1[N:20]([CH3:21])[C:6]2=[N:7][C:8]([S:11][C:12]3[CH:13]=[C:14]([CH3:19])[C:15]([N+:27]([O-:29])=[O:28])=[C:16]([CH3:18])[CH:17]=3)=[CH:9][CH:10]=[C:5]2[N:4]=1. (4) Given the reactants [C:1]1(C)C=[CH:5][CH:4]=[CH:3][C:2]=1[CH:7]1[CH2:12][CH2:11][CH2:10][CH2:9][C:8]1=O.[C:15]([O-])(=O)[CH3:16].[NH4+].C([BH3-])#[N:21].[Na+].C([O-])(O)=O.[Na+], predict the reaction product. The product is: [C:15]1([CH3:16])[CH:5]=[CH:4][CH:3]=[C:2]([C@H:7]2[CH2:12][CH2:11][CH2:10][CH2:9][C@H:8]2[NH2:21])[CH:1]=1. (5) The product is: [CH3:1][O:2][C:3](=[O:35])[CH2:4][C@H:5]1[C:9]2[CH:10]=[CH:11][C:12]([O:14][C@H:15]3[C:23]4[C:18](=[C:19]([O:25][C:26]5[CH:31]=[C:30]([CH2:41][CH2:40][CH2:39][C:37]([OH:42])([CH3:38])[CH3:36])[CH:29]=[CH:28][C:27]=5[C:33]#[N:34])[CH:20]=[CH:21][C:22]=4[F:24])[CH2:17][CH2:16]3)=[CH:13][C:8]=2[O:7][CH2:6]1. Given the reactants [CH3:1][O:2][C:3](=[O:35])[CH2:4][C@H:5]1[C:9]2[CH:10]=[CH:11][C:12]([O:14][C@H:15]3[C:23]4[C:18](=[C:19]([O:25][C:26]5[CH:31]=[C:30](Br)[CH:29]=[CH:28][C:27]=5[C:33]#[N:34])[CH:20]=[CH:21][C:22]=4[F:24])[CH2:17][CH2:16]3)=[CH:13][C:8]=2[O:7][CH2:6]1.[CH3:36][C:37]([OH:42])([CH2:39][CH:40]=[CH2:41])[CH3:38], predict the reaction product. (6) Given the reactants [C:1]([C:3]1[CH:27]=[CH:26][C:6]([O:7][CH2:8][CH2:9][N:10]([CH2:15][CH2:16][N:17]2[CH2:24][CH:23]3[O:25][CH:19]([CH2:20][NH:21][CH2:22]3)[CH2:18]2)[S:11]([CH3:14])(=[O:13])=[O:12])=[CH:5][CH:4]=1)#[N:2].[N:28]1[CH:33]=[CH:32][CH:31]=[C:30]([CH:34]=O)[CH:29]=1.C(O[BH-](OC(=O)C)OC(=O)C)(=O)C.[Na+], predict the reaction product. The product is: [C:1]([C:3]1[CH:4]=[CH:5][C:6]([O:7][CH2:8][CH2:9][N:10]([CH2:15][CH2:16][N:17]2[CH2:24][CH:23]3[O:25][CH:19]([CH2:20][N:21]([CH2:34][C:30]4[CH:29]=[N:28][CH:33]=[CH:32][CH:31]=4)[CH2:22]3)[CH2:18]2)[S:11]([CH3:14])(=[O:13])=[O:12])=[CH:26][CH:27]=1)#[N:2]. (7) The product is: [F:1][C:2]1[CH:3]=[CH:4][C:5]([C:8]2[CH:13]=[CH:12][C:11]([C:14](=[N:16][O:17][CH2:18][CH2:19][O:20][C:21]3[CH:26]=[CH:25][C:24]([CH2:27][CH:28]([O:34][C:35]4[CH:36]=[CH:37][C:38]([F:41])=[CH:39][CH:40]=4)[C:29]([OH:31])=[O:30])=[CH:23][CH:22]=3)[CH3:15])=[CH:10][CH:9]=2)=[CH:6][CH:7]=1. Given the reactants [F:1][C:2]1[CH:7]=[CH:6][C:5]([C:8]2[CH:13]=[CH:12][C:11]([C:14](=[N:16][O:17][CH2:18][CH2:19][O:20][C:21]3[CH:26]=[CH:25][C:24]([CH2:27][CH:28]([O:34][C:35]4[CH:40]=[CH:39][C:38]([F:41])=[CH:37][CH:36]=4)[C:29]([O:31]CC)=[O:30])=[CH:23][CH:22]=3)[CH3:15])=[CH:10][CH:9]=2)=[CH:4][CH:3]=1.[OH-].[Na+], predict the reaction product. (8) Given the reactants [Cl:1][C:2]1[CH:7]=[C:6]([F:8])[CH:5]=[CH:4][C:3]=1[C:9]1[NH:13][CH:12]=[C:11]([C:14]([NH:16][C:17]2[CH:22]=[CH:21][C:20]([S:23]([CH3:26])(=[O:25])=[O:24])=[CH:19][CH:18]=2)=[O:15])[C:10]=1[CH3:27].CC(C)([O-])C.[Na+].[CH3:34][C@H:35]1[C@H:39]([CH3:40])OS(=O)(=O)[O:36]1.Cl, predict the reaction product. The product is: [Cl:1][C:2]1[CH:7]=[C:6]([F:8])[CH:5]=[CH:4][C:3]=1[C:9]1[N:13]([C@H:39]([CH3:40])[C@@H:35]([OH:36])[CH3:34])[CH:12]=[C:11]([C:14]([NH:16][C:17]2[CH:22]=[CH:21][C:20]([S:23]([CH3:26])(=[O:25])=[O:24])=[CH:19][CH:18]=2)=[O:15])[C:10]=1[CH3:27].